This data is from Reaction yield outcomes from USPTO patents with 853,638 reactions. The task is: Predict the reaction yield, written as a fraction of the theoretical maximum amount of product (1.0 means a 100% yield; for example, 0.34 means a 34% yield). (1) The reactants are [SH:1][C:2]1[CH:10]=[CH:9][C:8]([C:11]2[CH:16]=[CH:15][CH:14]=[CH:13][CH:12]=2)=[CH:7][C:3]=1[C:4](O)=O.[NH2:17][C:18]1[CH:23]=[CH:22][CH:21]=[CH:20][C:19]=1[SH:24]. No catalyst specified. The product is [S:24]1[C:19]2[CH:20]=[CH:21][CH:22]=[CH:23][C:18]=2[N:17]=[C:4]1[C:3]1[CH:7]=[C:8]([C:11]2[CH:16]=[CH:15][CH:14]=[CH:13][CH:12]=2)[CH:9]=[CH:10][C:2]=1[SH:1]. The yield is 0.530. (2) The reactants are C([O-])(=O)C.[Na+].CO[C:8]([C:10]1[C:15](Br)=[CH:14][N:13]=[CH:12][N:11]=1)=[O:9].Cl.[NH2:18][C:19]1[CH:24]=[C:23]([C:25]([O:27][CH3:28])=[O:26])[CH:22]=[CH:21][C:20]=1B(O)O.O. The catalyst is CN(C=O)C.[Cl-].[Na+].O.[Pd](Cl)Cl.C1(P(C2C=CC=CC=2)[C-]2C=CC=C2)C=CC=CC=1.[C-]1(P(C2C=CC=CC=2)C2C=CC=CC=2)C=CC=C1.[Fe+2]. The product is [O:9]=[C:8]1[C:10]2[N:11]=[CH:12][N:13]=[CH:14][C:15]=2[C:20]2[CH:21]=[CH:22][C:23]([C:25]([O:27][CH3:28])=[O:26])=[CH:24][C:19]=2[NH:18]1. The yield is 0.0850. (3) The reactants are Cl[C:2]1[CH:7]=[CH:6][N:5]=[CH:4][C:3]=1[N+:8]([O-:10])=[O:9].[Cl:11][C:12]1[CH:19]=[CH:18][C:15]([CH2:16][OH:17])=[CH:14][CH:13]=1. No catalyst specified. The product is [Cl:11][C:12]1[CH:19]=[CH:18][C:15]([CH2:16][O:17][C:2]2[CH:7]=[CH:6][N:5]=[CH:4][C:3]=2[N+:8]([O-:10])=[O:9])=[CH:14][CH:13]=1. The yield is 0.780. (4) The reactants are Br[C:2]1[CH:3]=[C:4]([NH:10][C:11]2[CH:16]=[C:15]([CH3:17])[N:14]=[CH:13][N:12]=2)[C:5](=[O:9])[N:6]([CH3:8])[CH:7]=1.[B:18]1([B:18]2[O:22][C:21]([CH3:24])([CH3:23])[C:20]([CH3:26])([CH3:25])[O:19]2)[O:22][C:21]([CH3:24])([CH3:23])[C:20]([CH3:26])([CH3:25])[O:19]1.CC(C1C=C(C(C)C)C(C2C=CC=CC=2P(C2CCCCC2)C2CCCCC2)=C(C(C)C)C=1)C.C([O-])(=O)C.[K+]. The catalyst is C1C=CC(/C=C/C(/C=C/C2C=CC=CC=2)=O)=CC=1.C1C=CC(/C=C/C(/C=C/C2C=CC=CC=2)=O)=CC=1.C1C=CC(/C=C/C(/C=C/C2C=CC=CC=2)=O)=CC=1.[Pd].[Pd].O1CCOCC1. The product is [CH3:8][N:6]1[CH:7]=[C:2]([B:18]2[O:22][C:21]([CH3:24])([CH3:23])[C:20]([CH3:26])([CH3:25])[O:19]2)[CH:3]=[C:4]([NH:10][C:11]2[CH:16]=[C:15]([CH3:17])[N:14]=[CH:13][N:12]=2)[C:5]1=[O:9]. The yield is 0.500.